From a dataset of Drug-target binding data from BindingDB using IC50 measurements. Regression. Given a target protein amino acid sequence and a drug SMILES string, predict the binding affinity score between them. We predict pIC50 (pIC50 = -log10(IC50 in M); higher means more potent). Dataset: bindingdb_ic50. (1) The compound is COc1ccc(S(=O)(=O)Nc2sccc2-c2nc3ccccc3s2)cc1OC. The target protein (P15917) has sequence MNIKKEFIKVISMSCLVTAITLSGPVFIPLVQGAGGHGDVGMHVKEKEKNKDENKRKDEERNKTQEEHLKEIMKHIVKIEVKGEEAVKKEAAEKLLEKVPSDVLEMYKAIGGKIYIVDGDITKHISLEALSEDKKKIKDIYGKDALLHEHYVYAKEGYEPVLVIQSSEDYVENTEKALNVYYEIGKILSRDILSKINQPYQKFLDVLNTIKNASDSDGQDLLFTNQLKEHPTDFSVEFLEQNSNEVQEVFAKAFAYYIEPQHRDVLQLYAPEAFNYMDKFNEQEINLSLEELKDQRMLARYEKWEKIKQHYQHWSDSLSEEGRGLLKKLQIPIEPKKDDIIHSLSQEEKELLKRIQIDSSDFLSTEEKEFLKKLQIDIRDSLSEEEKELLNRIQVDSSNPLSEKEKEFLKKLKLDIQPYDINQRLQDTGGLIDSPSINLDVRKQYKRDIQNIDALLHQSIGSTLYNKIYLYENMNINNLTATLGADLVDSTDNTKINRGI.... The pIC50 is 4.7. (2) The compound is C[C@]12CC[C@H](O)[C@H]3O[C@]31CC=C1CCC12. The target protein (O93875) has sequence MDIVLEICDYYLFDKVYADVFPKDGAVHEFLKPAIQSFSQIDFPSLPNLDSFDTNSTLISSNNFNISNVNPATIPSYLFSKIASYQDKSEIYGLAPKFFPATDFINTSFLARSNIFRETLSLFIITTIFGWLLYFIVAYLSYVFVFDKKIFNHPRYLKNQMSLEIKRATTAIPVMVLLTIPFFLLELNGYSFLYLDINECTGGYKAILWQIPKFILFTDCGIYFLHRWLHWPSVYKVLHKPHHKWIVCTPFASHAFHPVDGFFQSLPYHLYPLLFPLHKVLYLFLFTFVNFWTVMIHDGSYWSNDPVVNGTACHTVHHLYFNYNYGQFTTLWDRLGNSYRRPDDSLFVKDVKAEEEKKIWKEQTRKMEEIRGEVEGKVDDREYVEQ. The pIC50 is 4.2. (3) The small molecule is O=S(=O)(O)O[C@H]1[C@H](OS(=O)(=O)O)[C@@H](OS(=O)(=O)O)[C@H](OS(=O)(=O)O)[C@@H](OS(=O)(=O)O)[C@H]1OS(=O)(=O)O. The target protein (P21146) has sequence MADLEAVLADVSYLMAMEKSKATPAARASKKILLPEPSIRSVMQKYLEDRGEVTFEKIFSQKLGYLLFRDFCLKHLEEAKPLVEFYEEIKKYEKLETEEERLVCSREIFDTYIMKELLACSHPFSKSAIEHVQGHLVKKQVPPDLFQPYIEEICQNLRGDVFQKFIESDKFTRFCQWKNVELNIHLTMNDFSVHRIIGRGGFGEVYGCRKADTGKMYAMKCLDKKRIKMKQGETLALNERIMLSLVSTGDCPFIVCMSYAFHTPDKLSFILDLMNGGDLHYHLSQHGVFSEADMRFYAAEIILGLEHMHNRFVVYRDLKPANILLDEHGHVRISDLGLACDFSKKKPHASVGTHGYMAPEVLQKGVAYDSSADWFSLGCMLFKLLRGHSPFRQHKTKDKHEIDRMTLTMAVELPDSFSPELRSLLEGLLQRDVNRRLGCLGRGAQEVKESPFFRSLDWQMVFLQKYPPPLIPPRGEVNAADAFDIGSFDEEDTKGIKLLD.... The pIC50 is 4.9. (4) The drug is C[C@H]1Cn2c(-c3ccccn3)nnc2-c2nnc(-c3cccc(C(F)(F)F)c3Cl)n21. The target protein (Q9Z1M0) has sequence MPACCSWNDVLQYETNKVTRIQSTNYGTVKWVLHMIVFSYISFALVSDKLYQRKEPVISSVHTKVKGIAEVTENVTEGGVTKLGHSIFDTADYTFPLQGNSFFVMTNYVKSEGQVQTLCPEYPRRGAQCSSDRRCKKGWMDPQSKGIQTGRCVPYDKTRKTCEVSAWCPTEEEKEAPRPALLRSAENFTVLIKNNIHFPGHNYTTRNILPTMNGSCTFHKTWDPQCSIFRLGDIFQEAGENFTEVAVQGGIMGIEIYWDCNLDSWSHHCRPRYSFRRLDDKNTDESFVPGYNFRYAKYYKENNVEKRTLIKAFGIRFDILVFGTGGKFDIIQLVVYIGSTLSYFGLATVCIDLLINTYSSAFCRSGVYPYCKCCEPCTVNEYYYRKKCESIMEPKPTLKYVSFVDEPHIRMVDQQLLGKSLQVVKGQEVPRPQMDFSDLSRLSLSLHDSPLTPGQSEEIQLLHEEVAPKSGDSPSWCQCGNCLPSRLPEQRRALEELCCR.... The pIC50 is 8.4.